Predict the reactants needed to synthesize the given product. From a dataset of Full USPTO retrosynthesis dataset with 1.9M reactions from patents (1976-2016). Given the product [CH2:17]([O:16][CH2:15][O:13][C:5]1[CH:6]=[C:7]([N+:10]([O-:12])=[O:11])[CH:8]=[CH:9][C:4]=1[Cl:3])[C:18]1[CH:23]=[CH:22][CH:21]=[CH:20][CH:19]=1, predict the reactants needed to synthesize it. The reactants are: [H-].[Na+].[Cl:3][C:4]1[CH:9]=[CH:8][C:7]([N+:10]([O-:12])=[O:11])=[CH:6][C:5]=1[OH:13].Cl[CH2:15][O:16][CH2:17][C:18]1[CH:23]=[CH:22][CH:21]=[CH:20][CH:19]=1.